Dataset: Forward reaction prediction with 1.9M reactions from USPTO patents (1976-2016). Task: Predict the product of the given reaction. Given the reactants [CH3:1][C:2]([O:41][CH2:42][C@H:43]1[CH2:45][O:44]1)([CH3:40])[CH2:3][N:4]1[CH:8]=[CH:7][C:6]([NH:9][C:10]([CH:12]2[CH:16]([C:17]3[CH:22]=[CH:21][CH:20]=[C:19]([Cl:23])[C:18]=3[F:24])[C:15]([C:27]3[CH:32]=[CH:31][C:30]([Cl:33])=[CH:29][C:28]=3[F:34])([C:25]#[N:26])[CH:14]([CH2:35][C:36]([CH3:39])([CH3:38])[CH3:37])[NH:13]2)=[O:11])=[N:5]1.C(O)(C)C.[OH-].[NH4+:51], predict the reaction product. The product is: [NH2:51][CH2:45][C@@H:43]([OH:44])[CH2:42][O:41][C:2]([CH3:1])([CH3:40])[CH2:3][N:4]1[CH:8]=[CH:7][C:6]([NH:9][C:10]([CH:12]2[CH:16]([C:17]3[CH:22]=[CH:21][CH:20]=[C:19]([Cl:23])[C:18]=3[F:24])[C:15]([C:27]3[CH:32]=[CH:31][C:30]([Cl:33])=[CH:29][C:28]=3[F:34])([C:25]#[N:26])[CH:14]([CH2:35][C:36]([CH3:38])([CH3:39])[CH3:37])[NH:13]2)=[O:11])=[N:5]1.